This data is from Full USPTO retrosynthesis dataset with 1.9M reactions from patents (1976-2016). The task is: Predict the reactants needed to synthesize the given product. (1) Given the product [OH:8][CH2:9][CH2:10][O:11][CH2:12][C:13]([O:15][C:16]([CH3:19])([CH3:18])[CH3:17])=[O:14], predict the reactants needed to synthesize it. The reactants are: C([O:8][CH2:9][CH2:10][O:11][CH2:12][C:13]([O:15][C:16]([CH3:19])([CH3:18])[CH3:17])=[O:14])C1C=CC=CC=1. (2) The reactants are: [CH3:1][N:2]1[C:6]([NH:7][C:8]([C:21]2[CH:26]=[CH:25][CH:24]=[CH:23][CH:22]=2)([C:15]2[CH:20]=[CH:19][CH:18]=[CH:17][CH:16]=2)[C:9]2[CH:14]=[CH:13][CH:12]=[CH:11][CH:10]=2)=[C:5]([NH:27][C:28](=[O:35])[CH2:29][C:30]([O:32]CC)=[O:31])[CH:4]=[N:3]1.[OH-].[Na+]. Given the product [CH3:1][N:2]1[C:6]([NH:7][C:8]([C:15]2[CH:16]=[CH:17][CH:18]=[CH:19][CH:20]=2)([C:21]2[CH:26]=[CH:25][CH:24]=[CH:23][CH:22]=2)[C:9]2[CH:10]=[CH:11][CH:12]=[CH:13][CH:14]=2)=[C:5]([NH:27][C:28](=[O:35])[CH2:29][C:30]([OH:32])=[O:31])[CH:4]=[N:3]1, predict the reactants needed to synthesize it. (3) Given the product [CH2:29]([O:28][CH2:27][CH2:26][C:23]1[CH:24]=[CH:25][C:20]([C:9]2[O:8][C:6]([CH2:5][OH:4])=[N:40][C:10]=2[C:12]2[CH:17]=[CH:16][C:15]([O:18][CH3:19])=[CH:14][CH:13]=2)=[CH:21][CH:22]=1)[C:30]1[CH:35]=[CH:34][CH:33]=[CH:32][CH:31]=1, predict the reactants needed to synthesize it. The reactants are: C([O:4][CH2:5][C:6]([O:8][CH:9]([C:20]1[CH:25]=[CH:24][C:23]([CH2:26][CH2:27][O:28][CH2:29][C:30]2[CH:35]=[CH:34][CH:33]=[CH:32][CH:31]=2)=[CH:22][CH:21]=1)[C:10]([C:12]1[CH:17]=[CH:16][C:15]([O:18][CH3:19])=[CH:14][CH:13]=1)=O)=O)(=O)C.C([O-])(=O)C.[NH4+:40]. (4) The reactants are: [O:1]1[CH:5]=[CH:4][CH:3]=[C:2]1[C:6]1[O:7][C:8]([CH3:39])=[C:9]([CH2:11][O:12][C:13]2[CH:18]=[CH:17][C:16]([CH2:19][O:20][C:21]3[C:25](/[CH:26]=[CH:27]\[S:28]([CH3:30])=[O:29])=[CH:24][N:23]([C:31]4[CH:36]=[CH:35][CH:34]=[CH:33][CH:32]=4)[N:22]=3)=[CH:15][C:14]=2[O:37][CH3:38])[N:10]=1.ClC1C=CC=C(C(OO)=[O:48])C=1.S([O-])([O-])=O.[Na+].[Na+]. Given the product [O:1]1[CH:5]=[CH:4][CH:3]=[C:2]1[C:6]1[O:7][C:8]([CH3:39])=[C:9]([CH2:11][O:12][C:13]2[CH:18]=[CH:17][C:16]([CH2:19][O:20][C:21]3[C:25](/[CH:26]=[CH:27]\[S:28]([CH3:30])(=[O:48])=[O:29])=[CH:24][N:23]([C:31]4[CH:32]=[CH:33][CH:34]=[CH:35][CH:36]=4)[N:22]=3)=[CH:15][C:14]=2[O:37][CH3:38])[N:10]=1, predict the reactants needed to synthesize it. (5) The reactants are: [Br:1][C:2]1[CH:7]=[C:6]([C:8]2[CH2:9][C:10]([C:17]3[CH:22]=[C:21]([Cl:23])[CH:20]=[C:19]([Cl:24])[CH:18]=3)([C:13]([F:16])([F:15])[F:14])[CH2:11][N:12]=2)[CH:5]=[CH:4][C:3]=1[CH2:25][OH:26].C(N(CC)CC)C.[CH3:34][S:35](Cl)(=[O:37])=[O:36]. Given the product [CH3:34][S:35]([O:26][CH2:25][C:3]1[CH:4]=[CH:5][C:6]([C:8]2[CH2:9][C:10]([C:17]3[CH:22]=[C:21]([Cl:23])[CH:20]=[C:19]([Cl:24])[CH:18]=3)([C:13]([F:14])([F:15])[F:16])[CH2:11][N:12]=2)=[CH:7][C:2]=1[Br:1])(=[O:37])=[O:36], predict the reactants needed to synthesize it.